Task: Predict the product of the given reaction.. Dataset: Forward reaction prediction with 1.9M reactions from USPTO patents (1976-2016) (1) Given the reactants C(OC([N:8]1[CH2:13][CH2:12][CH:11]([NH:14][C:15]2[CH:23]=[CH:22][C:18]([C:19]([OH:21])=[O:20])=[CH:17][N:16]=2)[CH2:10][CH2:9]1)=O)(C)(C)C.[ClH:24], predict the reaction product. The product is: [ClH:24].[ClH:24].[NH:8]1[CH2:13][CH2:12][CH:11]([NH:14][C:15]2[CH:23]=[CH:22][C:18]([C:19]([OH:21])=[O:20])=[CH:17][N:16]=2)[CH2:10][CH2:9]1. (2) The product is: [F:1][C:2]([F:21])([C:15]1[CH:20]=[CH:19][CH:18]=[CH:17][CH:16]=1)[CH2:3][O:4][C:5]1[CH:6]=[CH:7][C:8]([CH2:11][C:12]([CH3:22])([OH:13])[CH3:14])=[CH:9][CH:10]=1. Given the reactants [F:1][C:2]([F:21])([C:15]1[CH:20]=[CH:19][CH:18]=[CH:17][CH:16]=1)[CH2:3][O:4][C:5]1[CH:10]=[CH:9][C:8]([CH2:11][C:12]([CH3:14])=[O:13])=[CH:7][CH:6]=1.[CH3:22][Mg]Br, predict the reaction product. (3) Given the reactants [CH3:1][O:2][C:3]1[CH:4]=[C:5]2[C:10](=[CH:11][C:12]=1[O:13][CH3:14])[N:9]=[CH:8][CH:7]=[C:6]2[O:15][C:16]1[CH:21]=[CH:20][C:19]([C:22]2[N:27]=[CH:26][C:25]([NH:28][C:29]3[CH:34]=[CH:33][CH:32]=[CH:31][CH:30]=3)=[CH:24][CH:23]=2)=[CH:18][C:17]=1[F:35].[H-].[Na+].I[CH3:39], predict the reaction product. The product is: [CH3:1][O:2][C:3]1[CH:4]=[C:5]2[C:10](=[CH:11][C:12]=1[O:13][CH3:14])[N:9]=[CH:8][CH:7]=[C:6]2[O:15][C:16]1[CH:21]=[CH:20][C:19]([C:22]2[N:27]=[CH:26][C:25]([N:28]([CH3:39])[C:29]3[CH:30]=[CH:31][CH:32]=[CH:33][CH:34]=3)=[CH:24][CH:23]=2)=[CH:18][C:17]=1[F:35]. (4) Given the reactants C[O:2][C:3]([C:5]1[CH:9]=[C:8]([C:10]2[N:11]([CH3:15])[N:12]=[CH:13][CH:14]=2)[S:7][CH:6]=1)=[O:4].[OH-].[Na+], predict the reaction product. The product is: [CH3:15][N:11]1[C:10]([C:8]2[S:7][CH:6]=[C:5]([C:3]([OH:4])=[O:2])[CH:9]=2)=[CH:14][CH:13]=[N:12]1. (5) Given the reactants [C:1](Cl)(=[O:8])[C:2]1[CH:7]=[CH:6][CH:5]=[CH:4][CH:3]=1.[C:10](O)(=[O:18])[C:11]1[C:12](=[CH:14][CH:15]=[CH:16][CH:17]=1)[NH2:13].O, predict the reaction product. The product is: [C:2]1([C:1]2[O:8][C:10](=[O:18])[C:11]3[CH:17]=[CH:16][CH:15]=[CH:14][C:12]=3[N:13]=2)[CH:7]=[CH:6][CH:5]=[CH:4][CH:3]=1. (6) Given the reactants [NH:1]([C:11]([O:13][C:14]([CH3:17])([CH3:16])[CH3:15])=[O:12])[C@H:2]([C:8]([OH:10])=[O:9])[CH2:3][C:4](=[O:7])[O:5][CH3:6].ON1C(=O)CCC1=O.[CH2:26]1[CH2:31][CH2:30][C:29]([CH2:36][NH2:37])([CH2:32][C:33]([OH:35])=[O:34])[CH2:28][CH2:27]1.C(=O)([O-])O.[Na+], predict the reaction product. The product is: [NH:1]([C:11]([O:13][C:14]([CH3:17])([CH3:16])[CH3:15])=[O:12])[C@H:2]([C:8]([OH:10])=[O:9])[CH2:3][C:4](=[O:7])[O:5][CH3:6].[CH2:26]1[CH2:27][CH2:28][C:29]([CH2:36][NH2:37])([CH2:32][C:33]([OH:35])=[O:34])[CH2:30][CH2:31]1. (7) Given the reactants [O:1]1[C:6]2[CH:7]=[CH:8][CH:9]=[C:10]([NH:11][C:12](=[O:14])[CH3:13])[C:5]=2[O:4][CH2:3][CH2:2]1.[Br:15]Br, predict the reaction product. The product is: [Br:15][C:7]1[C:6]2[O:1][CH2:2][CH2:3][O:4][C:5]=2[C:10]([NH:11][C:12](=[O:14])[CH3:13])=[CH:9][CH:8]=1. (8) The product is: [N:2]1[CH:7]=[CH:6][CH:5]=[C:4]([CH2:8][O:10][C:11]2[CH:12]=[CH:13][C:14]([CH2:17][C:18]([O:20][CH3:21])=[O:19])=[CH:15][CH:16]=2)[CH:3]=1. Given the reactants Cl.[N:2]1[CH:7]=[CH:6][CH:5]=[C:4]([CH2:8]Cl)[CH:3]=1.[OH:10][C:11]1[CH:16]=[CH:15][C:14]([CH2:17][C:18]([O:20][CH3:21])=[O:19])=[CH:13][CH:12]=1.C([O-])([O-])=O.[K+].[K+].N1C=CC=C(CCl)C=1, predict the reaction product. (9) Given the reactants [CH:1]([S:3]([N:6]1[CH2:11][CH2:10][CH:9]([C:12]2[C:20]3[C:15](=[C:16]([C:27]([NH2:29])=[O:28])[CH:17]=[C:18]([C:21]4[CH:26]=[CH:25][CH:24]=[CH:23][CH:22]=4)[CH:19]=3)[NH:14][CH:13]=2)[CH2:8][CH2:7]1)(=[O:5])=[O:4])=[CH2:2].[N:30]1([CH2:36][CH2:37][OH:38])[CH2:35][CH2:34][CH2:33][CH2:32][CH2:31]1.C([O-])([O-])=O.[K+].[K+].[I-].[Na+], predict the reaction product. The product is: [C:21]1([C:18]2[CH:19]=[C:20]3[C:15](=[C:16]([C:27]([NH2:29])=[O:28])[CH:17]=2)[NH:14][CH:13]=[C:12]3[CH:9]2[CH2:8][CH2:7][N:6]([S:3]([CH2:1][CH2:2][O:38][CH2:37][CH2:36][N:30]3[CH2:35][CH2:34][CH2:33][CH2:32][CH2:31]3)(=[O:5])=[O:4])[CH2:11][CH2:10]2)[CH:26]=[CH:25][CH:24]=[CH:23][CH:22]=1.